From a dataset of Forward reaction prediction with 1.9M reactions from USPTO patents (1976-2016). Predict the product of the given reaction. Given the reactants [C:1]([C:3]1[C:4]([CH2:11][C:12]2[CH:17]=[CH:16][C:15]([N+:18]([O-:20])=[O:19])=[CH:14][CH:13]=2)=[N:5][S:6][C:7]=1[N:8]=[CH:9][NH2:10])#[N:2].O(C)[Li], predict the reaction product. The product is: [N+:18]([C:15]1[CH:16]=[CH:17][C:12]([CH2:11][C:4]2[C:3]3[C:7](=[N:8][CH:9]=[N:10][C:1]=3[NH2:2])[S:6][N:5]=2)=[CH:13][CH:14]=1)([O-:20])=[O:19].